From a dataset of Forward reaction prediction with 1.9M reactions from USPTO patents (1976-2016). Predict the product of the given reaction. (1) Given the reactants [F:1][CH:2]([F:17])[O:3][C:4]1[CH:12]=[C:11]2[C:7]([C:8]([C:15]#[N:16])=[CH:9][N:10]2[CH2:13][CH3:14])=[CH:6][CH:5]=1.B(O[CH:28]([CH3:30])[CH3:29])(OC(C)C)OC(C)C.[Li+].CC([N-]C(C)C)C.CC(C)=[O:41].C(=O)=O.I[C:47]1[CH:53]=[CH:52][C:50]([NH2:51])=[CH:49][CH:48]=1.C([O-])([O-])=O.[K+].[K+], predict the reaction product. The product is: [NH2:51][C:50]1[CH:52]=[CH:53][C:47]([C:9]2[N:10]([CH2:13][CH:14]3[CH2:29][CH2:28][CH2:30][O:41]3)[C:11]3[C:7]([C:8]=2[C:15]#[N:16])=[CH:6][CH:5]=[C:4]([O:3][CH:2]([F:1])[F:17])[CH:12]=3)=[CH:48][CH:49]=1. (2) Given the reactants [OH:1][C:2]1[C:11]2[C:10]([CH3:13])([CH3:12])[CH2:9][CH2:8][C:7]([CH3:15])([CH3:14])[C:6]=2[CH:5]=[C:4]([CH:16]=[O:17])[CH:3]=1.[H-].[Na+].[CH3:20][O:21][CH2:22][CH2:23]Cl, predict the reaction product. The product is: [CH3:13][C:10]1([CH3:12])[CH2:9][CH2:8][C:7]([CH3:15])([CH3:14])[C:6]2[CH:5]=[C:4]([CH:16]=[O:17])[CH:3]=[C:2]([O:1][CH2:23][CH2:22][O:21][CH3:20])[C:11]1=2. (3) Given the reactants [Cl:1][C:2]1[CH:3]=[C:4]([CH:19]=[CH:20][C:21]=1[C:22]([OH:24])=O)[C:5]([NH:7][CH2:8][C:9]1[NH:13][C:12]2[CH:14]=[CH:15][C:16]([Cl:18])=[CH:17][C:11]=2[N:10]=1)=[O:6].CN(C(O[N:33]1N=[N:40][C:35]2[CH:36]=[CH:37][CH:38]=C[C:34]1=2)=[N+](C)C)C.[B-](F)(F)(F)F.C(N(C(C)C)CC)(C)C.C(OC(NCC1CCCN1)=O)(C)(C)C.FC(F)(F)C(O)=O.ClCl, predict the reaction product. The product is: [NH2:33][CH2:34][CH:35]1[CH2:36][CH2:37][CH2:38][N:40]1[C:22]([C:21]1[CH:20]=[CH:19][C:4]([C:5]([NH:7][CH2:8][C:9]2[NH:13][C:12]3[CH:14]=[CH:15][C:16]([Cl:18])=[CH:17][C:11]=3[N:10]=2)=[O:6])=[CH:3][C:2]=1[Cl:1])=[O:24]. (4) Given the reactants [Br:1][C:2]1[C:17]([O:18][CH2:19][C@@H:20]([NH:25]C(=O)OC(C)(C)C)[CH2:21][CH:22]([CH3:24])[CH3:23])=[CH:16][C:5]2[N:6]([CH3:15])[C:7](=[O:14])[C:8]3[C:13]([C:4]=2[CH:3]=1)=[CH:12][CH:11]=[N:10][CH:9]=3.Cl.O1CCOCC1, predict the reaction product. The product is: [NH2:25][C@@H:20]([CH2:21][CH:22]([CH3:24])[CH3:23])[CH2:19][O:18][C:17]1[C:2]([Br:1])=[CH:3][C:4]2[C:13]3[C:8](=[CH:9][N:10]=[CH:11][CH:12]=3)[C:7](=[O:14])[N:6]([CH3:15])[C:5]=2[CH:16]=1. (5) Given the reactants [C:1]([O:5][C@@H:6]([C:11]1[C:12]([CH3:42])=[CH:13][C:14]2[N:15]([CH:25]=[C:26]([C:28](=O)[NH:29][CH2:30][C:31](=[O:40])[CH2:32][C:33]3[CH:38]=[CH:37][C:36]([F:39])=[CH:35][CH:34]=3)[N:27]=2)[C:16]=1[N:17]1[CH2:22][CH2:21][C:20]([CH3:24])([CH3:23])[CH2:19][CH2:18]1)[C:7]([O:9]C)=[O:8])([CH3:4])([CH3:3])[CH3:2].CC[N+](S(N=C(OC)[O-])(=O)=O)(CC)CC.CO.[Li+].[OH-], predict the reaction product. The product is: [C:1]([O:5][C@@H:6]([C:11]1[C:12]([CH3:42])=[CH:13][C:14]2[N:15]([CH:25]=[C:26]([C:28]3[O:40][C:31]([CH2:32][C:33]4[CH:34]=[CH:35][C:36]([F:39])=[CH:37][CH:38]=4)=[CH:30][N:29]=3)[N:27]=2)[C:16]=1[N:17]1[CH2:22][CH2:21][C:20]([CH3:24])([CH3:23])[CH2:19][CH2:18]1)[C:7]([OH:9])=[O:8])([CH3:3])([CH3:2])[CH3:4]. (6) Given the reactants O=[C:2]([CH2:9][N:10]1[CH2:14][CH2:13][CH2:12][C:11]1=[O:15])[CH2:3][C:4]([O:6][CH2:7][CH3:8])=[O:5].C[O:17][CH:18](OC)[N:19](C)C.CCN(C(C)C)C(C)C.[C:33](#N)[CH2:34][C:35]#[N:36].C(O)(=O)C, predict the reaction product. The product is: [C:35]([C:34]1[C:18]([OH:17])=[N:19][C:2]([CH2:9][N:10]2[CH2:14][CH2:13][CH2:12][C:11]2=[O:15])=[C:3]([CH:33]=1)[C:4]([O:6][CH2:7][CH3:8])=[O:5])#[N:36].